This data is from Merck oncology drug combination screen with 23,052 pairs across 39 cell lines. The task is: Regression. Given two drug SMILES strings and cell line genomic features, predict the synergy score measuring deviation from expected non-interaction effect. (1) Drug 1: NC(=O)c1cccc2cn(-c3ccc(C4CCCNC4)cc3)nc12. Drug 2: CCc1cnn2c(NCc3ccc[n+]([O-])c3)cc(N3CCCCC3CCO)nc12. Cell line: HT144. Synergy scores: synergy=-6.75. (2) Drug 1: CCC1=CC2CN(C1)Cc1c([nH]c3ccccc13)C(C(=O)OC)(c1cc3c(cc1OC)N(C)C1C(O)(C(=O)OC)C(OC(C)=O)C4(CC)C=CCN5CCC31C54)C2. Drug 2: COC1=C2CC(C)CC(OC)C(O)C(C)C=C(C)C(OC(N)=O)C(OC)C=CC=C(C)C(=O)NC(=CC1=O)C2=O. Cell line: ZR751. Synergy scores: synergy=-13.4. (3) Drug 1: COc1cc(C2c3cc4c(cc3C(OC3OC5COC(C)OC5C(O)C3O)C3COC(=O)C23)OCO4)cc(OC)c1O. Drug 2: Cn1c(=O)n(-c2ccc(C(C)(C)C#N)cc2)c2c3cc(-c4cnc5ccccc5c4)ccc3ncc21. Cell line: A2058. Synergy scores: synergy=2.83. (4) Drug 1: CC1CC2C3CCC4=CC(=O)C=CC4(C)C3(F)C(O)CC2(C)C1(O)C(=O)CO. Drug 2: COC1CC2CCC(C)C(O)(O2)C(=O)C(=O)N2CCCCC2C(=O)OC(C(C)CC2CCC(OP(C)(C)=O)C(OC)C2)CC(=O)C(C)C=C(C)C(O)C(OC)C(=O)C(C)CC(C)C=CC=CC=C1C. Cell line: SKMEL30. Synergy scores: synergy=42.8. (5) Drug 1: CCC1=CC2CN(C1)Cc1c([nH]c3ccccc13)C(C(=O)OC)(c1cc3c(cc1OC)N(C)C1C(O)(C(=O)OC)C(OC(C)=O)C4(CC)C=CCN5CCC31C54)C2. Cell line: SKMEL30. Drug 2: C#Cc1cccc(Nc2ncnc3cc(OCCOC)c(OCCOC)cc23)c1. Synergy scores: synergy=23.0. (6) Drug 1: O=c1[nH]cc(F)c(=O)[nH]1. Drug 2: C=CCn1c(=O)c2cnc(Nc3ccc(N4CCN(C)CC4)cc3)nc2n1-c1cccc(C(C)(C)O)n1. Cell line: VCAP. Synergy scores: synergy=-0.998. (7) Drug 1: Cn1nnc2c(C(N)=O)ncn2c1=O. Drug 2: Cn1c(=O)n(-c2ccc(C(C)(C)C#N)cc2)c2c3cc(-c4cnc5ccccc5c4)ccc3ncc21. Cell line: NCIH1650. Synergy scores: synergy=8.10.